This data is from Reaction yield outcomes from USPTO patents with 853,638 reactions. The task is: Predict the reaction yield, written as a fraction of the theoretical maximum amount of product (1.0 means a 100% yield; for example, 0.34 means a 34% yield). (1) The catalyst is C1(C)C=CC=CC=1.CS(C)=O. The product is [O:31]=[C:10]1[N:9]([C@H:6]2[CH2:7][CH2:8][C@H:3]([CH:2]=[O:1])[CH2:4][CH2:5]2)[C:14]2[C:15]3[CH:21]=[CH:20][N:19]([CH2:22][O:23][CH2:24][CH2:25][Si:26]([CH3:28])([CH3:27])[CH3:29])[C:16]=3[N:17]=[CH:18][C:13]=2[C:12](=[O:30])[NH:11]1. The yield is 0.660. The reactants are [OH:1][CH2:2][C@H:3]1[CH2:8][CH2:7][C@H:6]([N:9]2[C:14]3[C:15]4[CH:21]=[CH:20][N:19]([CH2:22][O:23][CH2:24][CH2:25][Si:26]([CH3:29])([CH3:28])[CH3:27])[C:16]=4[N:17]=[CH:18][C:13]=3[C:12](=[O:30])[NH:11][C:10]2=[O:31])[CH2:5][CH2:4]1.I(C1C=CC=CC=1C(O)=O)(=O)=O.S([O-])([O-])(=O)=S.[Na+].[Na+].C(=O)([O-])O.[Na+]. (2) The reactants are [C:1]([C:3]([CH3:33])([CH3:32])[C:4]1[CH:9]=[CH:8][C:7]([NH:10][C:11](=[O:22])[C:12]2[CH:17]=[CH:16][C:15]([O:18][CH3:19])=[C:14]([O:20][CH3:21])[CH:13]=2)=[CH:6][C:5]=1B1OC(C)(C)C(C)(C)O1)#[N:2].Cl.Br[C:36]1[CH:41]=[CH:40][N:39]=[CH:38][CH:37]=1.C([O-])([O-])=O.[K+].[K+]. The catalyst is COCCOC. The product is [C:1]([C:3]([CH3:33])([CH3:32])[C:4]1[CH:5]=[CH:6][C:7]([NH:10][C:11](=[O:22])[C:12]2[CH:17]=[CH:16][C:15]([O:18][CH3:19])=[C:14]([O:20][CH3:21])[CH:13]=2)=[CH:8][C:9]=1[C:36]1[CH:41]=[CH:40][N:39]=[CH:38][CH:37]=1)#[N:2]. The yield is 0.600.